Dataset: Full USPTO retrosynthesis dataset with 1.9M reactions from patents (1976-2016). Task: Predict the reactants needed to synthesize the given product. (1) The reactants are: [C:1]([O:5][C:6]([N:8]1[CH2:13][CH2:12][CH:11]([C:14]2[S:15][CH:16]=[C:17]([C:19](O)=[O:20])[CH:18]=2)[CH2:10][CH2:9]1)=[O:7])([CH3:4])([CH3:3])[CH3:2].C(N(CC)CC)C.[NH:29]1[C@H:38]2[C@@H:33]([CH2:34][CH2:35][CH2:36][CH2:37]2)[CH2:32][CH2:31][CH2:30]1.CN(C(ON1N=NC2C=CC=NC1=2)=[N+](C)C)C.F[P-](F)(F)(F)(F)F. Given the product [C:1]([O:5][C:6]([N:8]1[CH2:9][CH2:10][CH:11]([C:14]2[S:15][CH:16]=[C:17]([C:19]([N:29]3[C@H:38]4[C@@H:33]([CH2:34][CH2:35][CH2:36][CH2:37]4)[CH2:32][CH2:31][CH2:30]3)=[O:20])[CH:18]=2)[CH2:12][CH2:13]1)=[O:7])([CH3:4])([CH3:2])[CH3:3], predict the reactants needed to synthesize it. (2) Given the product [Br:1][C:2]1[CH:7]=[CH:6][C:5]([NH:8][C:9]([C:10]2[CH:15]=[CH:14][CH:13]=[CH:12][C:11]=2[F:16])=[S:27])=[CH:4][CH:3]=1, predict the reactants needed to synthesize it. The reactants are: [Br:1][C:2]1[CH:7]=[CH:6][C:5]([NH:8][C:9](=O)[C:10]2[CH:15]=[CH:14][CH:13]=[CH:12][C:11]=2[F:16])=[CH:4][CH:3]=1.COC1C=CC(P2(=S)SP(=S)(C3C=CC(OC)=CC=3)[S:27]2)=CC=1. (3) Given the product [CH2:7]([N:24]1[C:19]2[C:20](=[N:21][C:16]([Cl:15])=[CH:17][CH:18]=2)[CH:22]=[C:23]1[CH:34]=[O:35])[C:8]1[CH:13]=[CH:12][CH:11]=[CH:10][CH:9]=1, predict the reactants needed to synthesize it. The reactants are: C([O-])([O-])=O.[K+].[K+].[CH2:7](Br)[C:8]1[CH:13]=[CH:12][CH:11]=[CH:10][CH:9]=1.[Cl:15][C:16]1[N:21]=[C:20]2[CH:22]=[C:23]([CH:34]=[O:35])[N:24](S(C3C=CC=CC=3)(=O)=O)[C:19]2=[CH:18][CH:17]=1. (4) Given the product [Cl:1][C:2]1[CH:3]=[CH:4][C:5]([CH3:9])=[C:6]([NH:7][CH:12]([C:14]2[CH:15]=[C:16]([C:31]([N:33]([CH3:35])[CH3:34])=[O:32])[CH:17]=[C:18]3[C:23]=2[O:22][C:21]([N:24]2[CH2:29][CH2:28][O:27][CH2:26][CH2:25]2)=[CH:20][C:19]3=[O:30])[CH3:13])[CH:8]=1, predict the reactants needed to synthesize it. The reactants are: [Cl:1][C:2]1[CH:3]=[CH:4][C:5]([CH3:9])=[C:6]([CH:8]=1)[NH2:7].Br.Br[CH:12]([C:14]1[CH:15]=[C:16]([C:31]([N:33]([CH3:35])[CH3:34])=[O:32])[CH:17]=[C:18]2[C:23]=1[O:22][C:21]([N:24]1[CH2:29][CH2:28][O:27][CH2:26][CH2:25]1)=[CH:20][C:19]2=[O:30])[CH3:13]. (5) Given the product [N+:1]([C:4]1[N:9]=[CH:8][C:7]([N:10]2[CH2:11][CH2:12][O:31][CH2:14][CH2:15]2)=[CH:6][CH:5]=1)([O-:3])=[O:2], predict the reactants needed to synthesize it. The reactants are: [N+:1]([C:4]1[N:9]=[CH:8][C:7]([N:10]2[CH2:15][CH2:14]N(C(OC(C)(C)C)=O)[CH2:12][CH2:11]2)=[CH:6][CH:5]=1)([O-:3])=[O:2].BrC1C=CC([N+]([O-])=[O:31])=NC=1.N1CCOCC1. (6) Given the product [Cl:19][C:12]1[CH:13]=[C:14]([CH3:18])[CH:15]=[C:16]([CH3:17])[C:11]=1[N:6]1[CH2:7][CH2:8][CH2:9][C:10]2=[C:2]([C:40]([OH:42])=[O:41])[N:3]([CH3:20])[N:4]=[C:5]12, predict the reactants needed to synthesize it. The reactants are: Br[C:2]1[N:3]([CH3:20])[N:4]=[C:5]2[C:10]=1[CH2:9][CH2:8][CH2:7][N:6]2[C:11]1[C:16]([CH3:17])=[CH:15][C:14]([CH3:18])=[CH:13][C:12]=1[Cl:19].N1C2C(=CC=C3C=2N=CC=C3)C=CC=1.C([Li])CCC.[C:40](=[O:42])=[O:41].